From a dataset of Peptide-MHC class II binding affinity with 134,281 pairs from IEDB. Regression. Given a peptide amino acid sequence and an MHC pseudo amino acid sequence, predict their binding affinity value. This is MHC class II binding data. The peptide sequence is GAYLEEQEQWKTANE. The MHC is DRB1_0801 with pseudo-sequence DRB1_0801. The binding affinity (normalized) is 0.